From a dataset of Peptide-MHC class II binding affinity with 134,281 pairs from IEDB. Regression. Given a peptide amino acid sequence and an MHC pseudo amino acid sequence, predict their binding affinity value. This is MHC class II binding data. (1) The peptide sequence is GKTPLGLVDVCFWST. The MHC is DRB1_0101 with pseudo-sequence DRB1_0101. The binding affinity (normalized) is 0.656. (2) The peptide sequence is DIHRLEPVKCDTLLC. The MHC is DRB3_0202 with pseudo-sequence DRB3_0202. The binding affinity (normalized) is 0.567. (3) The peptide sequence is ASRELERFALNPGLL. The MHC is DRB1_1101 with pseudo-sequence DRB1_1101. The binding affinity (normalized) is 0.218. (4) The peptide sequence is KSMKVTVAFNQFGPN. The MHC is HLA-DPA10201-DPB11401 with pseudo-sequence HLA-DPA10201-DPB11401. The binding affinity (normalized) is 0.426. (5) The peptide sequence is LENGKLILQRNIGLEIKDVQI. The MHC is DRB1_1101 with pseudo-sequence DRB1_1101. The binding affinity (normalized) is 0.898. (6) The peptide sequence is YAKMRSAHTNDVKQL. The MHC is DRB1_0901 with pseudo-sequence DRB1_0901. The binding affinity (normalized) is 0.613.